Dataset: Reaction yield outcomes from USPTO patents with 853,638 reactions. Task: Predict the reaction yield, written as a fraction of the theoretical maximum amount of product (1.0 means a 100% yield; for example, 0.34 means a 34% yield). (1) The reactants are Br[C:2]1[CH:7]=[CH:6][CH:5]=[C:4]([N+:8]([O-:10])=[O:9])[C:3]=1OC.[CH:13]([C:15]1[CH:16]=[C:17](B(O)O)[CH:18]=[CH:19][CH:20]=1)=[O:14].[C:24](=O)([O-])[O-:25].[Na+].[Na+]. The catalyst is O1CCOCC1.C1C=CC([P]([Pd]([P](C2C=CC=CC=2)(C2C=CC=CC=2)C2C=CC=CC=2)([P](C2C=CC=CC=2)(C2C=CC=CC=2)C2C=CC=CC=2)[P](C2C=CC=CC=2)(C2C=CC=CC=2)C2C=CC=CC=2)(C2C=CC=CC=2)C2C=CC=CC=2)=CC=1. The product is [CH3:24][O:25][C:20]1[CH:19]=[C:18]([C:7]2[CH:2]=[CH:3][C:4]([N+:8]([O-:10])=[O:9])=[CH:5][CH:6]=2)[CH:17]=[CH:16][C:15]=1[CH:13]=[O:14]. The yield is 0.630. (2) The reactants are [OH:1][CH2:2][CH2:3][CH2:4][C:5]#[C:6][C:7]1[CH:8]=[C:9]([C:13]#[C:14][CH2:15][CH2:16][CH2:17][OH:18])[CH:10]=[CH:11][CH:12]=1. The catalyst is CO.[Pd]. The product is [OH:1][CH2:2][CH2:3][CH2:4][CH2:5][CH2:6][C:7]1[CH:8]=[C:9]([CH2:13][CH2:14][CH2:15][CH2:16][CH2:17][OH:18])[CH:10]=[CH:11][CH:12]=1. The yield is 0.890.